This data is from Catalyst prediction with 721,799 reactions and 888 catalyst types from USPTO. The task is: Predict which catalyst facilitates the given reaction. (1) Reactant: [N:1]1[N:2]=[C:3]([C:10]2[CH:19]=[CH:18][C:17]3[C:12](=[C:13]([O:20][CH2:21][C:22]([CH3:33])([CH3:32])[CH2:23][NH:24][C:25](=[O:31])[O:26][C:27]([CH3:30])([CH3:29])[CH3:28])[CH:14]=[CH:15][CH:16]=3)[N:11]=2)[N:4]2[CH:9]=[CH:8][CH:7]=[CH:6][C:5]=12.[H-].[Na+].[CH2:36](I)[CH3:37].[NH4+].[Cl-]. Product: [N:1]1[N:2]=[C:3]([C:10]2[CH:19]=[CH:18][C:17]3[C:12](=[C:13]([O:20][CH2:21][C:22]([CH3:33])([CH3:32])[CH2:23][N:24]([CH2:36][CH3:37])[C:25](=[O:31])[O:26][C:27]([CH3:28])([CH3:30])[CH3:29])[CH:14]=[CH:15][CH:16]=3)[N:11]=2)[N:4]2[CH:9]=[CH:8][CH:7]=[CH:6][C:5]=12. The catalyst class is: 3. (2) Product: [O:14]1[CH2:15][CH2:16][N:11]([CH2:2][C:3]2[CH:8]=[CH:7][N:6]=[C:5]([C:9]#[N:10])[CH:4]=2)[CH2:12][CH2:13]1. The catalyst class is: 5. Reactant: Br[CH2:2][C:3]1[CH:8]=[CH:7][N:6]=[C:5]([C:9]#[N:10])[CH:4]=1.[NH:11]1[CH2:16][CH2:15][O:14][CH2:13][CH2:12]1. (3) Reactant: [CH3:1][C:2]1[S:6][C:5]([C:7]([OH:9])=O)=[CH:4][C:3]=1[C:10]1[N:14]([CH3:15])[N:13]=[CH:12][C:11]=1[CH2:16][CH2:17][CH3:18].[NH2:19][C@@H:20]([CH2:33][C:34]1[CH:39]=[CH:38][CH:37]=[CH:36][C:35]=1[C:40]([F:43])([F:42])[F:41])[CH2:21][N:22]1[C:30](=[O:31])[C:29]2[C:24](=[CH:25][CH:26]=[CH:27][CH:28]=2)[C:23]1=[O:32].C(N(C(C)C)CC)(C)C.F[P-](F)(F)(F)(F)F.Br[P+](N1CCCC1)(N1CCCC1)N1CCCC1. Product: [O:31]=[C:30]1[C:29]2[C:24](=[CH:25][CH:26]=[CH:27][CH:28]=2)[C:23](=[O:32])[N:22]1[CH2:21][C@@H:20]([NH:19][C:7]([C:5]1[S:6][C:2]([CH3:1])=[C:3]([C:10]2[N:14]([CH3:15])[N:13]=[CH:12][C:11]=2[CH2:16][CH2:17][CH3:18])[CH:4]=1)=[O:9])[CH2:33][C:34]1[CH:39]=[CH:38][CH:37]=[CH:36][C:35]=1[C:40]([F:42])([F:41])[F:43]. The catalyst class is: 2. (4) Product: [CH:47]1([NH:46][C:44]([C:41]2[S:40][C:39]([C:13]3[C:12]4[C:16](=[CH:17][CH:18]=[C:10]([C:7]5[O:6][C:5]([NH:4][CH:1]([CH3:3])[CH3:2])=[N:9][N:8]=5)[CH:11]=4)[N:15]([S:19]([C:22]4[CH:28]=[CH:27][C:25]([CH3:26])=[CH:24][CH:23]=4)(=[O:20])=[O:21])[CH:14]=3)=[N:43][CH:42]=2)=[O:45])[CH2:48][CH2:49]1. Reactant: [CH:1]([NH:4][C:5]1[O:6][C:7]([C:10]2[CH:11]=[C:12]3[C:16](=[CH:17][CH:18]=2)[N:15]([S:19]([C:22]2[CH:28]=[CH:27][C:25]([CH3:26])=[CH:24][CH:23]=2)(=[O:21])=[O:20])[CH:14]=[C:13]3B2OC(C)(C)C(C)(C)O2)=[N:8][N:9]=1)([CH3:3])[CH3:2].Br[C:39]1[S:40][C:41]([C:44]([NH:46][CH:47]2[CH2:49][CH2:48]2)=[O:45])=[CH:42][N:43]=1.ClC1SC(C(NC2CC2)=O)=CN=1. The catalyst class is: 103. (5) Reactant: [C:1]([O:9][CH2:10][CH3:11])(=[O:8])[CH2:2][C:3]([O:5][CH2:6][CH3:7])=[O:4].[H-].[Na+].Br[CH2:15][CH2:16][CH2:17][CH:18]=[CH2:19].Cl. Product: [CH2:15]([C:2]([CH2:19][CH2:18][CH2:17][CH:16]=[CH2:15])([C:3]([O:5][CH2:6][CH3:7])=[O:4])[C:1]([O:9][CH2:10][CH3:11])=[O:8])[CH2:16][CH2:17][CH:18]=[CH2:19]. The catalyst class is: 1.